From a dataset of CYP2C9 inhibition data for predicting drug metabolism from PubChem BioAssay. Regression/Classification. Given a drug SMILES string, predict its absorption, distribution, metabolism, or excretion properties. Task type varies by dataset: regression for continuous measurements (e.g., permeability, clearance, half-life) or binary classification for categorical outcomes (e.g., BBB penetration, CYP inhibition). Dataset: cyp2c9_veith. (1) The result is 0 (non-inhibitor). The molecule is CCOc1ccc(C(=O)Nc2ccc(Cl)cn2)cc1Cl. (2) The compound is CC(C)(CS)C(=O)N1CCC[C@H]1C(=O)O. The result is 0 (non-inhibitor). (3) The compound is c1ccc(CNc2cc(-c3ccoc3)ncn2)cc1. The result is 0 (non-inhibitor). (4) The compound is Cc1ccc(C(=O)N2CCN(c3ncccn3)CC2)o1. The result is 0 (non-inhibitor). (5) The compound is Cn1c(=O)n(C)c2cc([N+](=O)[O-])c(N3CCN(C(=O)c4ccccc4Cl)CC3)cc21. The result is 0 (non-inhibitor). (6) The compound is CCN(Cc1ccccc1)Cc1cccc([N+](=O)[O-])c1. The result is 1 (inhibitor). (7) The molecule is CC(C)c1ccc(/C=N/NC(=O)CN(c2cccc(Cl)c2Cl)S(C)(=O)=O)cc1. The result is 1 (inhibitor).